Task: Regression. Given a peptide amino acid sequence and an MHC pseudo amino acid sequence, predict their binding affinity value. This is MHC class I binding data.. Dataset: Peptide-MHC class I binding affinity with 185,985 pairs from IEDB/IMGT (1) The peptide sequence is KLRQGNTLV. The MHC is HLA-A31:01 with pseudo-sequence HLA-A31:01. The binding affinity (normalized) is 0.0847. (2) The peptide sequence is QLPKRGVRVR. The MHC is HLA-A33:01 with pseudo-sequence HLA-A33:01. The binding affinity (normalized) is 0. (3) The peptide sequence is RDRFKRTSF. The MHC is HLA-A03:01 with pseudo-sequence HLA-A03:01. The binding affinity (normalized) is 0.0847. (4) The peptide sequence is SSFDYCSTNH. The MHC is HLA-A11:01 with pseudo-sequence HLA-A11:01. The binding affinity (normalized) is 0.302. (5) The peptide sequence is EEMNLPGRW. The MHC is HLA-B35:03 with pseudo-sequence HLA-B35:03. The binding affinity (normalized) is 0. (6) The binding affinity (normalized) is 0.542. The peptide sequence is ALLRAATYY. The MHC is SLA-20401 with pseudo-sequence SLA-20401. (7) The binding affinity (normalized) is 0.0847. The MHC is HLA-B18:01 with pseudo-sequence HLA-B18:01. The peptide sequence is TMGPHPAGV. (8) The peptide sequence is PAHKSQLV. The MHC is HLA-A68:02 with pseudo-sequence HLA-A68:02. The binding affinity (normalized) is 0.